From a dataset of Tyrosyl-DNA phosphodiesterase HTS with 341,365 compounds. Binary Classification. Given a drug SMILES string, predict its activity (active/inactive) in a high-throughput screening assay against a specified biological target. (1) The drug is S(=O)(=O)(CC(=O)N1CCCCC1)c1c2c(n(c1)Cc1ccc(F)cc1)cccc2. The result is 0 (inactive). (2) The drug is O=C/1N(N=C(C1=C/Nc1ccc(OCC)cc1)C)c1[nH]c2c(n1)cccc2. The result is 1 (active).